Task: Predict which catalyst facilitates the given reaction.. Dataset: Catalyst prediction with 721,799 reactions and 888 catalyst types from USPTO (1) Reactant: Cl[C:2]1[CH:7]=[C:6]([Cl:8])[N:5]=[CH:4][N:3]=1.[N:9]1([C:15]([O:17][C:18]([CH3:21])([CH3:20])[CH3:19])=[O:16])[CH2:14][CH2:13][NH:12][CH2:11][CH2:10]1.C(N(CC)CC)C. Product: [Cl:8][C:6]1[N:5]=[C:4]([N:12]2[CH2:11][CH2:10][N:9]([C:15]([O:17][C:18]([CH3:21])([CH3:20])[CH3:19])=[O:16])[CH2:14][CH2:13]2)[N:3]=[CH:2][CH:7]=1. The catalyst class is: 41. (2) Reactant: [F:1][C:2]1[CH:7]=[CH:6][CH:5]=[CH:4][C:3]=1[NH:8][C:9](=[S:35])[NH:10][C:11]1[CH:16]=[CH:15][C:14]([C:17]2[CH:25]=[C:24]3[C:20]([CH2:21][N:22]([C@@H:27]([CH:32]([CH3:34])[CH3:33])[C:28]([O:30]C)=[O:29])[C:23]3=[O:26])=[CH:19][CH:18]=2)=[CH:13][CH:12]=1.[Li+].[OH-].Cl. Product: [F:1][C:2]1[CH:7]=[CH:6][CH:5]=[CH:4][C:3]=1[NH:8][C:9](=[S:35])[NH:10][C:11]1[CH:16]=[CH:15][C:14]([C:17]2[CH:25]=[C:24]3[C:20]([CH2:21][N:22]([C@@H:27]([CH:32]([CH3:33])[CH3:34])[C:28]([OH:30])=[O:29])[C:23]3=[O:26])=[CH:19][CH:18]=2)=[CH:13][CH:12]=1. The catalyst class is: 87.